From a dataset of Forward reaction prediction with 1.9M reactions from USPTO patents (1976-2016). Predict the product of the given reaction. (1) The product is: [Cl:1][C:2]1[N:3]=[CH:4][N:5]=[C:6]([NH2:11])[C:7]=1[NH:8][CH3:9]. Given the reactants [Cl:1][C:2]1[C:7]([NH:8][CH3:9])=[C:6](Cl)[N:5]=[CH:4][N:3]=1.[NH3:11], predict the reaction product. (2) Given the reactants [NH2:1][C:2]1[C:17]([O:18][CH3:19])=[CH:16][C:5]2[N:6]([CH2:14][CH3:15])[C:7](=[O:13])[CH2:8][CH2:9][C:10]([CH3:12])([CH3:11])[C:4]=2[CH:3]=1.Cl[C:21]1[N:26]=[C:25]([NH:27][C@@H:28]2[C@@H:33]3[CH2:34][C@@H:30]([CH:31]=[CH:32]3)[C@@H:29]2[C:35]([NH2:37])=[O:36])[C:24]([Cl:38])=[CH:23][N:22]=1, predict the reaction product. The product is: [Cl:38][C:24]1[C:25]([NH:27][C@@H:28]2[C@@H:33]3[CH2:34][C@@H:30]([CH:31]=[CH:32]3)[C@@H:29]2[C:35]([NH2:37])=[O:36])=[N:26][C:21]([NH:1][C:2]2[C:17]([O:18][CH3:19])=[CH:16][C:5]3[N:6]([CH2:14][CH3:15])[C:7](=[O:13])[CH2:8][CH2:9][C:10]([CH3:12])([CH3:11])[C:4]=3[CH:3]=2)=[N:22][CH:23]=1. (3) Given the reactants [NH2:1][C:2]1[C:7]([C:8]#[N:9])=[C:6]([C:10]2[CH:15]=[CH:14][C:13]([O:16][CH2:17][CH2:18][N:19]=[N+]=[N-])=[CH:12][CH:11]=2)[C:5]([C:22]#[N:23])=[C:4]([S:24][CH2:25][C:26]2[N:27]=[C:28]([NH:31][C:32]3[CH:37]=[CH:36][C:35]([F:38])=[CH:34][CH:33]=3)[S:29][CH:30]=2)[N:3]=1.[H][H].[ClH:41], predict the reaction product. The product is: [ClH:41].[NH2:1][C:2]1[C:7]([C:8]#[N:9])=[C:6]([C:10]2[CH:11]=[CH:12][C:13]([O:16][CH2:17][CH2:18][NH2:19])=[CH:14][CH:15]=2)[C:5]([C:22]#[N:23])=[C:4]([S:24][CH2:25][C:26]2[N:27]=[C:28]([NH:31][C:32]3[CH:33]=[CH:34][C:35]([F:38])=[CH:36][CH:37]=3)[S:29][CH:30]=2)[N:3]=1. (4) Given the reactants [ClH:1].O1CCOCC1.OC(C(F)(F)F)=O.[C:15]1([C:21]2[S:22][CH:23]=[C:24]([C:26]([N:28]3[CH2:33][CH2:32][N:31](C(OC(C)(C)C)=O)[CH2:30][CH:29]3[CH2:41][O:42][C:43]3[CH:44]=[N:45][CH:46]=[CH:47][CH:48]=3)=[O:27])[N:25]=2)[CH:20]=[CH:19][CH:18]=[CH:17][CH:16]=1, predict the reaction product. The product is: [ClH:1].[ClH:1].[C:15]1([C:21]2[S:22][CH:23]=[C:24]([C:26]([N:28]3[CH2:33][CH2:32][NH:31][CH2:30][CH:29]3[CH2:41][O:42][C:43]3[CH:44]=[N:45][CH:46]=[CH:47][CH:48]=3)=[O:27])[N:25]=2)[CH:16]=[CH:17][CH:18]=[CH:19][CH:20]=1. (5) Given the reactants [Cl:1][C:2]1[CH:3]=[C:4]2[C:8](=[CH:9][CH:10]=1)[NH:7][CH:6]=[CH:5]2.[OH2:11].CN([CH:15]=[O:16])C, predict the reaction product. The product is: [Cl:1][C:2]1[CH:3]=[C:4]2[C:8](=[CH:9][CH:10]=1)[NH:7][CH:6]=[C:5]2[C:15]([OH:16])=[O:11]. (6) Given the reactants FC(F)(F)C(O)=O.[CH3:8][O:9][C:10](=[O:27])[C:11]1[CH:16]=[CH:15][C:14]([O:17][CH2:18][C:19]([O:21]C(C)(C)C)=[O:20])=[C:13]([CH3:26])[CH:12]=1, predict the reaction product. The product is: [CH3:8][O:9][C:10](=[O:27])[C:11]1[CH:16]=[CH:15][C:14]([O:17][CH2:18][C:19]([OH:21])=[O:20])=[C:13]([CH3:26])[CH:12]=1.